Dataset: Forward reaction prediction with 1.9M reactions from USPTO patents (1976-2016). Task: Predict the product of the given reaction. (1) Given the reactants [O:1]([CH2:8][CH2:9][C:10]1([C:23]([O:25][CH2:26][CH3:27])=[O:24])[CH2:15][CH2:14][N:13]([C:16](OC(C)(C)C)=O)[CH2:12][CH2:11]1)[C:2]1[CH:7]=[CH:6][CH:5]=[CH:4][CH:3]=1.FC(F)(F)C(O)=O.N1(C([O-])=O)CCCCC1.[CH2:44]([O:47][C:48]1[CH:53]=[CH:52][C:51](CBr)=[CH:50][C:49]=1[Cl:56])[CH:45]=[CH2:46].C(N(CC)C(C)C)(C)C, predict the reaction product. The product is: [CH2:26]([O:25][C:23]([C:10]1([CH2:9][CH2:8][O:1][C:2]2[CH:3]=[CH:4][CH:5]=[CH:6][CH:7]=2)[CH2:11][CH2:12][N:13]([CH2:16][C:51]2[CH:52]=[CH:53][C:48]([O:47][CH2:44][CH:45]=[CH2:46])=[C:49]([Cl:56])[CH:50]=2)[CH2:14][CH2:15]1)=[O:24])[CH3:27]. (2) Given the reactants Cl[C:2]1[N:3]=[CH:4][C:5]([C:8]([N:10]2[CH2:15][CH2:14][C:13]3[NH:16][C:17]([C:19]4[C:27]5[C:22](=[CH:23][C:24]([C:28]6[CH:33]=[C:32]([F:34])[C:31]([OH:35])=[CH:30][C:29]=6[CH2:36][CH3:37])=[CH:25][CH:26]=5)[NH:21][N:20]=4)=[N:18][C:12]=3[CH2:11]2)=[O:9])=[N:6][CH:7]=1.[CH3:38][N:39]([CH3:43])[CH2:40][CH2:41][NH2:42], predict the reaction product. The product is: [CH3:38][N:39]([CH3:43])[CH2:40][CH2:41][NH:42][C:2]1[N:3]=[CH:4][C:5]([C:8]([N:10]2[CH2:15][CH2:14][C:13]3[NH:16][C:17]([C:19]4[C:27]5[C:22](=[CH:23][C:24]([C:28]6[CH:33]=[C:32]([F:34])[C:31]([OH:35])=[CH:30][C:29]=6[CH2:36][CH3:37])=[CH:25][CH:26]=5)[NH:21][N:20]=4)=[N:18][C:12]=3[CH2:11]2)=[O:9])=[N:6][CH:7]=1.